This data is from Forward reaction prediction with 1.9M reactions from USPTO patents (1976-2016). The task is: Predict the product of the given reaction. (1) Given the reactants [NH2:1][C:2]1[CH:28]=[CH:27][C:5]([C:6]([N:8]2[CH2:13][CH2:12][N:11]([CH2:14][C:15]3[O:19][C:18]([C:20]([NH:22][C:23]([CH3:26])([CH3:25])[CH3:24])=[O:21])=[CH:17][CH:16]=3)[CH2:10][CH2:9]2)=[O:7])=[CH:4][C:3]=1[F:29].Cl[C:31](OC1C=CC([N+]([O-])=O)=CC=1)=[O:32].[CH:43]1([NH2:47])[CH2:46][CH2:45][CH2:44]1, predict the reaction product. The product is: [C:23]([NH:22][C:20]([C:18]1[O:19][C:15]([CH2:14][N:11]2[CH2:10][CH2:9][N:8]([C:6](=[O:7])[C:5]3[CH:27]=[CH:28][C:2]([NH:1][C:31]([NH:47][CH:43]4[CH2:46][CH2:45][CH2:44]4)=[O:32])=[C:3]([F:29])[CH:4]=3)[CH2:13][CH2:12]2)=[CH:16][CH:17]=1)=[O:21])([CH3:26])([CH3:24])[CH3:25]. (2) Given the reactants [F:1][C:2]1([F:33])[O:6][C:5]2[CH:7]=[CH:8][C:9]([C:11]3([C:14]([NH:16][CH:17]4[C:31]5[C:26](=[CH:27][C:28]([F:32])=[CH:29][CH:30]=5)[O:25][C:19]5([CH2:24][CH2:23][NH:22][CH2:21][CH2:20]5)[CH2:18]4)=[O:15])[CH2:13][CH2:12]3)=[CH:10][C:4]=2[O:3]1.[CH2:34]1[O:36][C@H:35]1[CH2:37][OH:38], predict the reaction product. The product is: [F:33][C:2]1([F:1])[O:6][C:5]2[CH:7]=[CH:8][C:9]([C:11]3([C:14]([NH:16][CH:17]4[C:31]5[C:26](=[CH:27][C:28]([F:32])=[CH:29][CH:30]=5)[O:25][C:19]5([CH2:24][CH2:23][N:22]([CH2:34][C@@H:35]([OH:36])[CH2:37][OH:38])[CH2:21][CH2:20]5)[CH2:18]4)=[O:15])[CH2:12][CH2:13]3)=[CH:10][C:4]=2[O:3]1. (3) The product is: [Br:1][C:2]1[CH:3]=[C:4]([NH:8][C:9]2[CH:18]=[C:17]([O:19][CH3:20])[CH:16]=[CH:15][C:10]=2[C:11]([OH:13])=[O:12])[CH:5]=[CH:6][CH:7]=1. Given the reactants [Br:1][C:2]1[CH:3]=[C:4]([NH:8][C:9]2[CH:18]=[C:17]([O:19][CH3:20])[CH:16]=[CH:15][C:10]=2[C:11]([O:13]C)=[O:12])[CH:5]=[CH:6][CH:7]=1.[Li+].[OH-], predict the reaction product. (4) Given the reactants [NH2:1][C:2]1[CH:7]=[C:6]([N+:8]([O-:10])=[O:9])[C:5]([F:11])=[CH:4][C:3]=1[S:12][CH2:13][CH2:14][OH:15].O=[C:17]1[CH2:22][CH2:21][N:20]([C:23]([O:25][C:26]([CH3:29])([CH3:28])[CH3:27])=[O:24])[CH2:19][CH2:18]1.C(O)(=O)C.C(O[BH-](OC(=O)C)OC(=O)C)(=O)C.[Na+], predict the reaction product. The product is: [F:11][C:5]1[C:6]([N+:8]([O-:10])=[O:9])=[CH:7][C:2]([NH:1][CH:17]2[CH2:22][CH2:21][N:20]([C:23]([O:25][C:26]([CH3:29])([CH3:28])[CH3:27])=[O:24])[CH2:19][CH2:18]2)=[C:3]([S:12][CH2:13][CH2:14][OH:15])[CH:4]=1.